Dataset: Forward reaction prediction with 1.9M reactions from USPTO patents (1976-2016). Task: Predict the product of the given reaction. (1) Given the reactants C([Li])[CH2:2][CH2:3][CH3:4].[C:6]([N:13]1[CH:17]=[CH:16][CH:15]=[CH:14]1)([O:8][C:9]([CH3:12])([CH3:11])[CH3:10])=[O:7].[B:18](OC)([O:21]C)[O:19][CH3:20].Cl, predict the reaction product. The product is: [CH:3]([NH:13][CH:17]([CH3:16])[CH3:20])([CH3:4])[CH3:2].[C:9]([O:8][C:6]([N:13]1[CH:14]=[CH:15][CH:16]=[C:17]1[B:18]([OH:21])[OH:19])=[O:7])([CH3:12])([CH3:11])[CH3:10]. (2) Given the reactants C(O[C:6]([N:8]1[CH2:12][C:11](=[N:13][O:14][CH3:15])[CH2:10][C@H:9]1[C:16]([OH:18])=O)=[O:7])(C)(C)C.[CH3:19][C:20]1[CH:25]=[CH:24][CH:23]=[CH:22][C:21]=1[C:26]1[CH:31]=[CH:30][C:29](C(O)=O)=[CH:28][CH:27]=1.[F:35][C:36]([F:50])([F:49])[C:37]1[CH:38]=[C:39]([N:43]2[CH2:48][CH2:47][NH:46][CH2:45][CH2:44]2)[CH:40]=[CH:41][CH:42]=1, predict the reaction product. The product is: [CH3:15][O:14][N:13]=[C:11]1[CH2:10][C@@H:9]([C:16]([N:46]2[CH2:45][CH2:44][N:43]([C:39]3[CH:40]=[CH:41][CH:42]=[C:37]([C:36]([F:49])([F:50])[F:35])[CH:38]=3)[CH2:48][CH2:47]2)=[O:18])[N:8]([C:6]([C:29]2[CH:28]=[CH:27][C:26]([C:21]3[CH:22]=[CH:23][CH:24]=[CH:25][C:20]=3[CH3:19])=[CH:31][CH:30]=2)=[O:7])[CH2:12]1. (3) Given the reactants [CH2:1]([C:4]1[C:5]([O:13][C:14](=[O:16])[CH3:15])=[CH:6][CH:7]=[C:8]2[C:12]=1[NH:11][N:10]=[CH:9]2)[CH:2]=[CH2:3].[CH2:17]([N:19]=[C:20]=[O:21])[CH3:18], predict the reaction product. The product is: [CH2:1]([C:4]1[C:5]([O:13][C:14](=[O:16])[CH3:15])=[CH:6][CH:7]=[C:8]2[C:12]=1[N:11]([C:20](=[O:21])[NH:19][CH2:17][CH3:18])[N:10]=[CH:9]2)[CH:2]=[CH2:3]. (4) Given the reactants [OH:1][C@@H:2]1[C@H:6]([OH:7])[CH2:5][CH:4]([C:8]([O:10][CH3:11])=[O:9])[CH2:3]1.[CH3:12]I, predict the reaction product. The product is: [OH:1][C@H:2]1[C@@H:6]([O:7][CH3:12])[CH2:5][C@@H:4]([C:8]([O:10][CH3:11])=[O:9])[CH2:3]1. (5) Given the reactants F[C:2]1[CH:7]=[C:6]([F:8])[CH:5]=[CH:4][C:3]=1[N+:9]([O-:11])=[O:10].[NH:12]1[CH:16]=[CH:15][N:14]=[CH:13]1.C(=O)([O-])[O-].[K+].[K+], predict the reaction product. The product is: [N:12]1([C:2]2[CH:7]=[C:6]([F:8])[CH:5]=[CH:4][C:3]=2[N+:9]([O-:11])=[O:10])[CH:16]=[CH:15][N:14]=[CH:13]1. (6) Given the reactants I([O-])(=O)(=O)=O.[Na+].[I:7]I.S(=O)(=O)(O)O.[Br:14][C:15]1[CH:20]=[CH:19][C:18]([CH3:21])=[CH:17][CH:16]=1, predict the reaction product. The product is: [I:7][C:19]1[CH:20]=[C:15]([Br:14])[CH:16]=[CH:17][C:18]=1[CH3:21].